From a dataset of Peptide-MHC class II binding affinity with 134,281 pairs from IEDB. Regression. Given a peptide amino acid sequence and an MHC pseudo amino acid sequence, predict their binding affinity value. This is MHC class II binding data. (1) The peptide sequence is KVLELAAALSDDFER. The MHC is HLA-DPA10103-DPB10401 with pseudo-sequence HLA-DPA10103-DPB10401. The binding affinity (normalized) is 0.221. (2) The peptide sequence is KRIVKLVNDVGAVVN. The MHC is DRB3_0202 with pseudo-sequence DRB3_0202. The binding affinity (normalized) is 0.450. (3) The peptide sequence is FGPASFARIETAFAN. The MHC is DRB3_0101 with pseudo-sequence DRB3_0101. The binding affinity (normalized) is 0.156. (4) The peptide sequence is KLCLMKAQPTSWPLQ. The MHC is DRB1_0901 with pseudo-sequence DRB1_0901. The binding affinity (normalized) is 0.640. (5) The peptide sequence is EFEPPHAATIRVLAL. The MHC is H-2-IAd with pseudo-sequence H-2-IAd. The binding affinity (normalized) is 0.585. (6) The peptide sequence is MDYFIRMWNQAALAM. The MHC is DRB1_1501 with pseudo-sequence DRB1_1501. The binding affinity (normalized) is 0.800.